From a dataset of Forward reaction prediction with 1.9M reactions from USPTO patents (1976-2016). Predict the product of the given reaction. Given the reactants [OH-].[Na+:2].C([O:5][C:6](=[O:22])[CH2:7][C:8]1[NH:9][C:10](=[O:21])[C:11]([F:20])=[C:12]([N:14]2[CH2:19][CH2:18][O:17][CH2:16][CH2:15]2)[N:13]=1)C, predict the reaction product. The product is: [F:20][C:11]1[C:10](=[O:21])[NH:9][C:8]([CH2:7][C:6]([O-:22])=[O:5])=[N:13][C:12]=1[N:14]1[CH2:15][CH2:16][O:17][CH2:18][CH2:19]1.[Na+:2].